Dataset: Forward reaction prediction with 1.9M reactions from USPTO patents (1976-2016). Task: Predict the product of the given reaction. (1) Given the reactants [Cl:1][C:2]1[N:10]=[C:9]2[C:5]([N:6]=[CH:7][N:8]2[CH:11]2[CH2:15][CH2:14][CH2:13][CH2:12]2)=[C:4](Cl)[N:3]=1.[CH3:17][O:18][C:19]1[CH:20]=[C:21]([CH2:25][CH2:26][NH2:27])[CH:22]=[CH:23][CH:24]=1, predict the reaction product. The product is: [Cl:1][C:2]1[N:10]=[C:9]2[C:5]([N:6]=[CH:7][N:8]2[CH:11]2[CH2:15][CH2:14][CH2:13][CH2:12]2)=[C:4]([NH:27][CH2:26][CH2:25][C:21]2[CH:22]=[CH:23][CH:24]=[C:19]([O:18][CH3:17])[CH:20]=2)[N:3]=1. (2) Given the reactants [NH:1]1[CH2:6][CH2:5][C:4](=[O:7])[CH2:3][CH2:2]1.Cl[CH2:9][CH2:10][CH2:11][CH2:12][OH:13], predict the reaction product. The product is: [OH:13][CH2:12][CH2:11][CH2:10][CH2:9][N:1]1[CH2:6][CH2:5][C:4](=[O:7])[CH2:3][CH2:2]1. (3) Given the reactants [CH3:1]C(N(C)C)=O.S(OC[CH:19]1[CH2:24][CH2:23][N:22]([C:25]([O:27][C:28]([CH3:31])([CH3:30])[CH3:29])=[O:26])[CH2:21][CH2:20]1)(C1C=CC(C)=CC=1)(=O)=O.[F:32][C:33]1[C:38]2[C:39]([OH:42])=[N:40][O:41][C:37]=2[CH:36]=[CH:35][CH:34]=1.C(=O)([O-])[O-].[K+].[K+], predict the reaction product. The product is: [F:32][C:33]1[C:38]2[C:39]([O:42][CH2:1][CH:21]3[CH2:20][CH2:19][CH2:24][CH2:23][N:22]3[C:25]([O:27][C:28]([CH3:29])([CH3:30])[CH3:31])=[O:26])=[N:40][O:41][C:37]=2[CH:36]=[CH:35][CH:34]=1. (4) Given the reactants [F:1][C:2]1[C:27]([F:28])=[CH:26][CH:25]=[CH:24][C:3]=1[CH2:4][N:5]1[CH2:9][CH2:8][CH2:7]/[C:6]/1=[N:10]\[C:11](=[C:13]([C:19](OCC)=[O:20])[C:14]([O:16][CH2:17][CH3:18])=[O:15])[CH3:12].[O-]CC.[Na+].CCO.Cl.O, predict the reaction product. The product is: [F:1][C:2]1[C:27]([F:28])=[CH:26][CH:25]=[CH:24][C:3]=1[CH2:4][N:5]1[C:6]2=[N:10][C:11]([CH3:12])=[C:13]([C:14]([O:16][CH2:17][CH3:18])=[O:15])[C:19]([OH:20])=[C:7]2[CH2:8][CH2:9]1. (5) Given the reactants [OH:1][CH:2]1[CH:7]([C:8]2[CH:13]=[CH:12][C:11]([O:14][C:15]3[CH:20]=[CH:19][CH:18]=[CH:17][CH:16]=3)=[CH:10][CH:9]=2)[CH2:6][CH2:5][N:4]([C:21]([O:23][CH2:24][C:25]2[CH:30]=[CH:29][CH:28]=[CH:27][CH:26]=2)=[O:22])[CH2:3]1.Cl[CH2:32][C:33]1[CH:34]=[CH:35][C:36]2[O:41][CH2:40][C:39](=[O:42])[N:38]([CH2:43][CH2:44][CH2:45][O:46][CH3:47])[C:37]=2[CH:48]=1, predict the reaction product. The product is: [CH3:47][O:46][CH2:45][CH2:44][CH2:43][N:38]1[C:37]2[CH:48]=[C:33]([CH2:32][O:1][CH:2]3[CH:7]([C:8]4[CH:9]=[CH:10][C:11]([O:14][C:15]5[CH:20]=[CH:19][CH:18]=[CH:17][CH:16]=5)=[CH:12][CH:13]=4)[CH2:6][CH2:5][N:4]([C:21]([O:23][CH2:24][C:25]4[CH:26]=[CH:27][CH:28]=[CH:29][CH:30]=4)=[O:22])[CH2:3]3)[CH:34]=[CH:35][C:36]=2[O:41][CH2:40][C:39]1=[O:42]. (6) Given the reactants [Br:1][C:2]1[CH:3]=[C:4]2[N:11]([CH3:12])[CH:10]=[CH:9][C:5]2=[N+:6]([O-])[CH:7]=1.[C:13](#[N:15])C.C(N(CC)CC)C.C[Si](C#N)(C)C, predict the reaction product. The product is: [Br:1][C:2]1[CH:3]=[C:4]2[N:11]([CH3:12])[CH:10]=[CH:9][C:5]2=[N:6][C:7]=1[C:13]#[N:15]. (7) Given the reactants [CH3:1][O:2][C:3]1[CH:8]=[CH:7][C:6]([NH2:9])=[CH:5][CH:4]=1.C1COCC1.[C:15]([NH:25][C@H:26]([C:29](O)=[O:30])[CH2:27][OH:28])([O:17][CH2:18][C:19]1[CH:24]=[CH:23][CH:22]=[CH:21][CH:20]=1)=[O:16].CCN=C=NCCCN(C)C, predict the reaction product. The product is: [CH2:18]([O:17][C:15](=[O:16])[NH:25][C@@H:26]([CH2:29][OH:30])[C:27]([NH:9][C:6]1[CH:7]=[CH:8][C:3]([O:2][CH3:1])=[CH:4][CH:5]=1)=[O:28])[C:19]1[CH:20]=[CH:21][CH:22]=[CH:23][CH:24]=1. (8) Given the reactants [C:1]1([CH:7]([C:12]2[CH:17]=[CH:16][CH:15]=[CH:14][CH:13]=2)[CH2:8][C:9]([OH:11])=O)[CH:6]=[CH:5][CH:4]=[CH:3][CH:2]=1.[NH2:18][CH2:19][CH2:20][CH2:21][N:22]1[CH2:27][CH2:26][CH:25]([C:28]2[CH:29]=[C:30]([NH:34][C:35]([CH:37]3[CH2:39][CH2:38]3)=[O:36])[CH:31]=[CH:32][CH:33]=2)[CH2:24][CH2:23]1, predict the reaction product. The product is: [C:12]1([CH:7]([C:1]2[CH:2]=[CH:3][CH:4]=[CH:5][CH:6]=2)[CH2:8][C:9]([NH:18][CH2:19][CH2:20][CH2:21][N:22]2[CH2:27][CH2:26][CH:25]([C:28]3[CH:29]=[C:30]([NH:34][C:35]([CH:37]4[CH2:39][CH2:38]4)=[O:36])[CH:31]=[CH:32][CH:33]=3)[CH2:24][CH2:23]2)=[O:11])[CH:17]=[CH:16][CH:15]=[CH:14][CH:13]=1. (9) Given the reactants [Br:1][CH2:2][CH2:3][CH2:4][CH2:5][CH:6]([CH3:8])[CH3:7].[C:9]1([P:15]([C:22]2[CH:27]=[CH:26][CH:25]=[CH:24][CH:23]=2)[C:16]2[CH:21]=[CH:20][CH:19]=[CH:18][CH:17]=2)[CH:14]=[CH:13][CH:12]=[CH:11][CH:10]=1, predict the reaction product. The product is: [Br-:1].[CH3:7][CH:6]([CH3:8])[CH2:5][CH2:4][CH2:3][CH2:2][P+:15]([C:16]1[CH:17]=[CH:18][CH:19]=[CH:20][CH:21]=1)([C:22]1[CH:27]=[CH:26][CH:25]=[CH:24][CH:23]=1)[C:9]1[CH:10]=[CH:11][CH:12]=[CH:13][CH:14]=1.